This data is from Forward reaction prediction with 1.9M reactions from USPTO patents (1976-2016). The task is: Predict the product of the given reaction. (1) Given the reactants [CH3:1][C:2]1[CH:7]=[CH:6][C:5]([CH3:8])=[CH:4][C:3]=1[S:9][CH2:10][C:11](=O)[CH2:12][C:13]([CH3:19])([CH3:18])[C:14]([O:16][CH3:17])=[O:15].BrCC(=O)CC(C)(C)C([O-])=O.CC1C=CC(C)=CC=1S.Cl.[CH:42]([C:45]1[CH:50]=[CH:49][C:48]([NH:51]N)=[CH:47][CH:46]=1)([CH3:44])[CH3:43], predict the reaction product. The product is: [CH3:1][C:2]1[CH:7]=[CH:6][C:5]([CH3:8])=[CH:4][C:3]=1[S:9][C:10]1[C:49]2[C:48](=[CH:47][CH:46]=[C:45]([CH:42]([CH3:44])[CH3:43])[CH:50]=2)[NH:51][C:11]=1[CH2:12][C:13]([CH3:19])([CH3:18])[C:14]([O:16][CH3:17])=[O:15]. (2) Given the reactants [Cl:1][C:2]1[CH:3]=[C:4]([CH:7]=[C:8]([O:10][C:11]2[C:12](=[O:21])[NH:13][CH:14]=[CH:15][C:16]=2[C:17]([F:20])([F:19])[F:18])[CH:9]=1)[C:5]#[N:6].C(=O)([O-])[O-].[K+].[K+].[NH2:28][S:29]([C:32]1[CH:37]=[CH:36][C:35]([NH:38][C:39](=[O:42])[CH2:40]Br)=[C:34]([Cl:43])[CH:33]=1)(=[O:31])=[O:30], predict the reaction product. The product is: [NH2:28][S:29]([C:32]1[CH:37]=[CH:36][C:35]([NH:38][C:39](=[O:42])[CH2:40][N:13]2[CH:14]=[CH:15][C:16]([C:17]([F:18])([F:19])[F:20])=[C:11]([O:10][C:8]3[CH:7]=[C:4]([C:5]#[N:6])[CH:3]=[C:2]([Cl:1])[CH:9]=3)[C:12]2=[O:21])=[C:34]([Cl:43])[CH:33]=1)(=[O:31])=[O:30].